Predict the reactants needed to synthesize the given product. From a dataset of Full USPTO retrosynthesis dataset with 1.9M reactions from patents (1976-2016). Given the product [F:24][C:20]1[C:19]([CH3:25])=[C:18]([C:5]2([C:3]([O:2][CH3:1])=[O:4])[CH2:6][CH:7]=[C:8]([C:11]3[CH:12]=[N:13][CH:14]=[C:15]([F:17])[CH:16]=3)[CH2:9][CH2:10]2)[CH:23]=[CH:22][CH:21]=1, predict the reactants needed to synthesize it. The reactants are: [CH3:1][O:2][C:3]([C:5]1([C:18]2[CH:23]=[CH:22][CH:21]=[C:20]([F:24])[C:19]=2[CH3:25])[CH2:10][CH:9]=[C:8]([C:11]2[CH:12]=[N:13][CH:14]=[C:15]([F:17])[CH:16]=2)[CH2:7][CH2:6]1)=[O:4].FC1C(C)=C(C2(C(O)=O)CC=C(C3C=NC=C(F)C=3)CC2)C=CC=1.[OH-].[Na+].